This data is from Full USPTO retrosynthesis dataset with 1.9M reactions from patents (1976-2016). The task is: Predict the reactants needed to synthesize the given product. (1) Given the product [CH3:20][N:21]1[CH:25]=[C:24]([CH2:26][N:1]2[CH2:2][CH2:3][CH:4]([O:7][C:8]3[C:9]([C:14]4[CH:19]=[CH:18][N:17]=[CH:16][CH:15]=4)=[N:10][CH:11]=[CH:12][CH:13]=3)[CH2:5][CH2:6]2)[CH:23]=[N:22]1, predict the reactants needed to synthesize it. The reactants are: [NH:1]1[CH2:6][CH2:5][CH:4]([O:7][C:8]2[C:9]([C:14]3[CH:19]=[CH:18][N:17]=[CH:16][CH:15]=3)=[N:10][CH:11]=[CH:12][CH:13]=2)[CH2:3][CH2:2]1.[CH3:20][N:21]1[CH:25]=[C:24]([CH:26]=O)[CH:23]=[N:22]1.C(O[BH-](OC(=O)C)OC(=O)C)(=O)C.[Na+].[OH-].[Na+]. (2) Given the product [CH3:1][S:2]([CH2:3][CH2:4][C:5]([NH:7][C:8]1[C:9]2[CH2:10][C:11]3[C:20]4[CH2:19][CH2:18][CH2:17][CH2:16][C:15]=4[C:14](=[O:21])[NH:13][C:12]=3[C:22]=2[CH:23]=[CH:24][CH:25]=1)=[O:6])=[O:26], predict the reactants needed to synthesize it. The reactants are: [CH3:1][S:2][CH2:3][CH2:4][C:5]([NH:7][C:8]1[C:9]2[CH2:10][C:11]3[C:20]4[CH2:19][CH2:18][CH2:17][CH2:16][C:15]=4[C:14](=[O:21])[NH:13][C:12]=3[C:22]=2[CH:23]=[CH:24][CH:25]=1)=[O:6].[OH:26]OS([O-])=O.[K+].